Dataset: Full USPTO retrosynthesis dataset with 1.9M reactions from patents (1976-2016). Task: Predict the reactants needed to synthesize the given product. (1) Given the product [Br:16][CH2:14][C:13]([C:10]1[CH:9]=[CH:8][C:7]([CH:1]2[CH2:2][CH2:3][CH2:4][CH2:5][CH2:6]2)=[CH:12][CH:11]=1)=[O:15], predict the reactants needed to synthesize it. The reactants are: [CH:1]1([C:7]2[CH:12]=[CH:11][C:10]([C:13](=[O:15])[CH3:14])=[CH:9][CH:8]=2)[CH2:6][CH2:5][CH2:4][CH2:3][CH2:2]1.[Br:16]Br. (2) Given the product [C:1]([O:5][C:6]([N:8]1[C:13]2[CH:14]=[C:15]([Cl:21])[C:16]([N:18]([CH3:20])[CH3:19])=[CH:17][C:12]=2[O:11][CH:10]([C:22]([N:63]2[CH2:64][CH2:65][C:61]([C:66]#[N:67])([CH2:60][C:59]3[CH:68]=[CH:69][C:56]([F:55])=[CH:57][CH:58]=3)[CH2:62]2)=[O:23])[CH2:9]1)=[O:7])([CH3:4])([CH3:3])[CH3:2], predict the reactants needed to synthesize it. The reactants are: [C:1]([O:5][C:6]([N:8]1[C:13]2[CH:14]=[C:15]([Cl:21])[C:16]([N:18]([CH3:20])[CH3:19])=[CH:17][C:12]=2[O:11][CH:10]([C:22](O)=[O:23])[CH2:9]1)=[O:7])([CH3:4])([CH3:3])[CH3:2].CCN=C=NCCCN(C)C.C1C=CC2N(O)N=NC=2C=1.CCN(C(C)C)C(C)C.[F:55][C:56]1[CH:69]=[CH:68][C:59]([CH2:60][C:61]2([C:66]#[N:67])[CH2:65][CH2:64][NH:63][CH2:62]2)=[CH:58][CH:57]=1. (3) Given the product [OH:28][C@@H:29]([C:31]1[N:32]=[C:33]([C:36]2[CH:42]=[CH:41][CH:40]=[CH:39][C:37]=2[NH:38][C:5]([O:13][CH2:14][CH:15]2[CH2:20][CH2:19][N:18]([C:21]([O:23][C:24]([CH3:27])([CH3:26])[CH3:25])=[O:22])[CH2:17][CH2:16]2)=[O:11])[S:34][CH:35]=1)[CH3:30], predict the reactants needed to synthesize it. The reactants are: ClC(Cl)(O[C:5](=[O:11])OC(Cl)(Cl)Cl)Cl.[OH:13][CH2:14][CH:15]1[CH2:20][CH2:19][N:18]([C:21]([O:23][C:24]([CH3:27])([CH3:26])[CH3:25])=[O:22])[CH2:17][CH2:16]1.[OH:28][C@@H:29]([C:31]1[N:32]=[C:33]([C:36]2[CH:42]=[CH:41][CH:40]=[CH:39][C:37]=2[NH2:38])[S:34][CH:35]=1)[CH3:30]. (4) Given the product [CH3:20][O:21][C:22](=[O:32])[C@@H:23]1[CH2:27][CH2:26][C@H:25]([C:28]([CH3:30])([CH3:29])[CH3:31])[N:24]1[C:10](=[O:11])[CH2:9][CH2:8][CH2:7][C:1]1[CH:6]=[CH:5][CH:4]=[CH:3][CH:2]=1, predict the reactants needed to synthesize it. The reactants are: [C:1]1([CH2:7][CH2:8][CH2:9][C:10](Cl)=[O:11])[CH:6]=[CH:5][CH:4]=[CH:3][CH:2]=1.FC(F)(F)C(O)=O.[CH3:20][O:21][C:22](=[O:32])[C@@H:23]1[CH2:27][CH2:26][C@H:25]([C:28]([CH3:31])([CH3:30])[CH3:29])[NH:24]1.C(N(CC)CC)C. (5) Given the product [Cl:15][C:12]1[CH:13]=[CH:14][C:9]([O:8][CH2:7][C:6]([O:5][C:1]([CH3:4])([CH3:3])[CH3:2])=[O:17])=[C:10]([C:24]2[CH:25]=[CH:26][C:21]([S:20][CH2:18][CH3:19])=[CH:22][CH:23]=2)[CH:11]=1, predict the reactants needed to synthesize it. The reactants are: [C:1]([O:5][C:6](=[O:17])[CH2:7][O:8][C:9]1[CH:14]=[CH:13][C:12]([Cl:15])=[CH:11][C:10]=1Br)([CH3:4])([CH3:3])[CH3:2].[CH2:18]([S:20][C:21]1[CH:26]=[CH:25][C:24](B(O)O)=[CH:23][CH:22]=1)[CH3:19].[F-].[Cs+]. (6) The reactants are: [N:1]1([C:11]([C:13]2[CH:17]=[C:16]([CH:18]3[CH2:23][CH2:22][NH:21][CH2:20][CH2:19]3)[S:15][CH:14]=2)=[O:12])[C@@H:10]2[C@@H:5]([CH2:6][CH2:7][CH2:8][CH2:9]2)[CH2:4][CH2:3][CH2:2]1.C(N(CC)CC)C.CN(C(ON1N=NC2C=CC=NC1=2)=[N+](C)C)C.F[P-](F)(F)(F)(F)F.C(OC([NH:62][CH2:63][CH2:64][C:65]([OH:67])=O)=O)(C)(C)C.[CH3:68][S:69](Cl)(=[O:71])=[O:70]. Given the product [N:1]1([C:11]([C:13]2[CH:17]=[C:16]([CH:18]3[CH2:19][CH2:20][N:21]([C:65](=[O:67])[CH2:64][CH2:63][NH:62][S:69]([CH3:68])(=[O:71])=[O:70])[CH2:22][CH2:23]3)[S:15][CH:14]=2)=[O:12])[C@@H:10]2[C@@H:5]([CH2:6][CH2:7][CH2:8][CH2:9]2)[CH2:4][CH2:3][CH2:2]1, predict the reactants needed to synthesize it. (7) Given the product [C:37]([C@H:33]1[CH2:34][CH2:35][CH2:36][N:32]1[C:30](=[O:31])[CH2:29][O:28][C:23]1[CH:24]=[CH:25][CH:26]=[CH:27][C:22]=1[C:17]1[CH:18]=[CH:19][CH:20]=[CH:21][C:16]=1[O:15][CH2:14][C:13]([N:9]1[CH2:10][CH2:11][CH2:12][C@@H:8]1[C:6]([OH:7])=[O:5])=[O:44])([OH:39])=[O:38], predict the reactants needed to synthesize it. The reactants are: C([O:5][C:6]([C@H:8]1[CH2:12][CH2:11][CH2:10][N:9]1[C:13](=[O:44])[CH2:14][O:15][C:16]1[CH:21]=[CH:20][CH:19]=[CH:18][C:17]=1[C:22]1[CH:27]=[CH:26][CH:25]=[CH:24][C:23]=1[O:28][CH2:29][C:30]([N:32]1[CH2:36][CH2:35][CH2:34][C@@H:33]1[C:37]([O:39]C(C)(C)C)=[O:38])=[O:31])=[O:7])(C)(C)C. (8) Given the product [CH3:19][S:20]([O:10][CH2:9][C:5]1[CH:6]=[C:7]([F:8])[C:2]([Br:1])=[CH:3][C:4]=1[Cl:11])=[O:21], predict the reactants needed to synthesize it. The reactants are: [Br:1][C:2]1[C:7]([F:8])=[CH:6][C:5]([CH2:9][OH:10])=[C:4]([Cl:11])[CH:3]=1.C(N(CC)CC)C.[CH3:19][S:20](Cl)(=O)=[O:21]. (9) Given the product [Br:25][CH2:24][C:15]1[CH:16]=[C:17]([CH:22]=[CH:23][C:14]=1[Cl:13])[C:18]([O:20][CH3:21])=[O:19], predict the reactants needed to synthesize it. The reactants are: N(C(C)(C)C#N)=NC(C)(C)C#N.[Cl:13][C:14]1[CH:23]=[CH:22][C:17]([C:18]([O:20][CH3:21])=[O:19])=[CH:16][C:15]=1[CH3:24].[Br:25]N1C(=O)CCC1=O. (10) Given the product [CH2:26]([O:25][C:23](=[O:24])[C:22](=[O:28])[CH:10]([C:11]1[CH:16]=[CH:15][C:14]([F:17])=[CH:13][CH:12]=1)[C:9]([C:7]1[CH:8]=[C:3]([CH2:1][CH3:2])[C:4]([OH:20])=[CH:5][C:6]=1[OH:19])=[O:18])[CH3:27], predict the reactants needed to synthesize it. The reactants are: [CH2:1]([C:3]1[C:4]([OH:20])=[CH:5][C:6]([OH:19])=[C:7]([C:9](=[O:18])[CH2:10][C:11]2[CH:16]=[CH:15][C:14]([F:17])=[CH:13][CH:12]=2)[CH:8]=1)[CH3:2].Cl[C:22](=[O:28])[C:23]([O:25][CH2:26][CH3:27])=[O:24].Cl.O1C2C(=CC=CC=2)C=CC1C([O-])=O.